Dataset: Catalyst prediction with 721,799 reactions and 888 catalyst types from USPTO. Task: Predict which catalyst facilitates the given reaction. Reactant: [H-].[Na+].[Cl:3][C:4]1[C:5]([N:11]2[CH2:15][CH2:14][C@@H:13]([NH:16][C:17](=[O:23])[O:18][C:19]([CH3:22])([CH3:21])[CH3:20])[CH2:12]2)=[CH:6][N:7]=[N:8][C:9]=1[Cl:10].[CH3:24]I.O. Product: [Cl:3][C:4]1[C:5]([N:11]2[CH2:15][CH2:14][C@@H:13]([N:16]([CH3:24])[C:17](=[O:23])[O:18][C:19]([CH3:20])([CH3:22])[CH3:21])[CH2:12]2)=[CH:6][N:7]=[N:8][C:9]=1[Cl:10]. The catalyst class is: 3.